Dataset: Full USPTO retrosynthesis dataset with 1.9M reactions from patents (1976-2016). Task: Predict the reactants needed to synthesize the given product. (1) The reactants are: [OH:1][C:2]1[CH:3]=[C:4]2[C:9](=[CH:10][CH:11]=1)[CH:8]=[C:7]([CH:12]=[O:13])[CH:6]=[CH:5]2.C(=O)([O-])[O-].[Cs+].[Cs+].S(C1C=CC(C)=CC=1)(O[CH2:24][CH2:25][CH2:26][F:27])(=O)=O. Given the product [F:27][CH2:26][CH2:25][CH2:24][O:1][C:2]1[CH:3]=[C:4]2[C:9](=[CH:10][CH:11]=1)[CH:8]=[C:7]([CH:12]=[O:13])[CH:6]=[CH:5]2, predict the reactants needed to synthesize it. (2) Given the product [NH2:8][C@H:9]([C:16]([NH:18][CH2:19][C:20]1[CH:21]=[CH:22][C:23]([I:26])=[CH:24][CH:25]=1)=[O:17])[CH2:10][CH2:11][C:12]([O:14][CH3:15])=[O:13], predict the reactants needed to synthesize it. The reactants are: C(OC([NH:8][C@H:9]([C:16]([NH:18][CH2:19][C:20]1[CH:25]=[CH:24][C:23]([I:26])=[CH:22][CH:21]=1)=[O:17])[CH2:10][CH2:11][C:12]([O:14][CH3:15])=[O:13])=O)(C)(C)C. (3) Given the product [F:1][C:2]1[CH:7]=[CH:6][C:5]([C:8]2[CH2:13][CH2:12][N:11]([C:14]3[N:19]=[CH:18][N:17]([CH2:20][C:21]4[CH:22]=[CH:23][C:24]([O:27][CH2:41][C:42]([F:45])([F:44])[F:43])=[CH:25][CH:26]=4)[C:16](=[O:28])[N:15]=3)[CH2:10][CH:9]=2)=[CH:4][CH:3]=1, predict the reactants needed to synthesize it. The reactants are: [F:1][C:2]1[CH:7]=[CH:6][C:5]([C:8]2[CH2:13][CH2:12][N:11]([C:14]3[N:19]=[CH:18][N:17]([CH2:20][C:21]4[CH:26]=[CH:25][C:24]([OH:27])=[CH:23][CH:22]=4)[C:16](=[O:28])[N:15]=3)[CH2:10][CH:9]=2)=[CH:4][CH:3]=1.C(=O)([O-])[O-].[Cs+].[Cs+].FC(F)(F)S(O[CH2:41][C:42]([F:45])([F:44])[F:43])(=O)=O. (4) Given the product [C:1]([C:5]1[CH:10]=[CH:9][C:8]([S:11]([NH:14][C:15]2[CH:20]=[CH:19][C:18]([Cl:21])=[CH:17][C:16]=2[N:23]2[C:27]3[C:26](=[N:31][CH:30]=[CH:29][CH:28]=3)[N:25]=[N:24]2)(=[O:13])=[O:12])=[CH:7][CH:6]=1)([CH3:4])([CH3:3])[CH3:2], predict the reactants needed to synthesize it. The reactants are: [C:1]([C:5]1[CH:10]=[CH:9][C:8]([S:11]([NH:14][C:15]2[CH:20]=[CH:19][C:18]([Cl:21])=[CH:17][C:16]=2I)(=[O:13])=[O:12])=[CH:7][CH:6]=1)([CH3:4])([CH3:3])[CH3:2].[NH:23]1[C:27]2[CH:28]=[CH:29][CH:30]=[N:31][C:26]=2[N:25]=[N:24]1.C([O-])([O-])=O.[Cs+].[Cs+].CN[C@@H]1CCCC[C@H]1NC.